Dataset: Full USPTO retrosynthesis dataset with 1.9M reactions from patents (1976-2016). Task: Predict the reactants needed to synthesize the given product. (1) Given the product [CH2:1]([C:3]1[CH:11]=[C:10]2[C:6]([CH:7]=[CH:8][N:9]2[C:12]2[CH:17]=[CH:16][C:15]([O:18][CH3:19])=[C:14]([F:20])[CH:13]=2)=[C:5]([O:21][CH3:22])[CH:4]=1)[CH3:2], predict the reactants needed to synthesize it. The reactants are: [CH:1]([C:3]1[CH:11]=[C:10]2[C:6]([CH:7]=[CH:8][N:9]2[C:12]2[CH:17]=[CH:16][C:15]([O:18][CH3:19])=[C:14]([F:20])[CH:13]=2)=[C:5]([O:21][CH3:22])[CH:4]=1)=[CH2:2]. (2) Given the product [ClH:27].[OH:8][C:9]1[CH:10]=[C:11]2[C:15](=[CH:16][CH:17]=1)[NH:14][C:13]1[CH:18]([C:24]([OH:26])=[O:25])[N:19]3[CH2:23][CH:22]([C:12]2=1)[CH2:21][CH2:20]3, predict the reactants needed to synthesize it. The reactants are: C([O:8][C:9]1[CH:10]=[C:11]2[C:15](=[CH:16][CH:17]=1)[NH:14][C:13]1[CH:18]([C:24]([OH:26])=[O:25])[N:19]3[CH2:23][CH:22]([C:12]2=1)[CH2:21][CH2:20]3)C1C=CC=CC=1.[ClH:27].